From a dataset of Full USPTO retrosynthesis dataset with 1.9M reactions from patents (1976-2016). Predict the reactants needed to synthesize the given product. (1) The reactants are: [C:1]([C:3]1[CH:4]=[N:5][CH:6]=[C:7](B2OC(C)(C)C(C)(C)O2)[CH:8]=1)#[N:2].Br[C:19]1[CH:20]=[C:21]([C:26]2([C:37]3[CH:42]=[CH:41][N:40]=[CH:39][CH:38]=3)[C:34]3[C:29](=[C:30]([F:35])[CH:31]=[CH:32][CH:33]=3)[C:28]([NH2:36])=[N:27]2)[CH:22]=[CH:23][C:24]=1[F:25].C(=O)([O-])[O-].[K+].[K+]. Given the product [NH2:36][C:28]1[C:29]2[C:34](=[CH:33][CH:32]=[CH:31][C:30]=2[F:35])[C:26]([C:21]2[CH:20]=[CH:19][C:24]([F:25])=[C:23]([C:7]3[CH:6]=[N:5][CH:4]=[C:3]([CH:8]=3)[C:1]#[N:2])[CH:22]=2)([C:37]2[CH:42]=[CH:41][N:40]=[CH:39][CH:38]=2)[N:27]=1, predict the reactants needed to synthesize it. (2) Given the product [CH3:2][CH:1]([NH:4][C:5]([C:9]1[C:8]([C:7]([NH2:18])=[O:14])=[CH:13][CH:12]=[CH:11][CH:10]=1)=[O:6])[CH3:3], predict the reactants needed to synthesize it. The reactants are: [CH:1]([N:4]=[C:5]1[C:9]2[CH:10]=[CH:11][CH:12]=[CH:13][C:8]=2[C:7](=[O:14])[O:6]1)([CH3:3])[CH3:2].FC(F)(F)C1C=C(C(F)(F)F)N(CC2C=CC(N)=CC=2)[N:18]=1.O.C1(C)C=CC(S(O)(=O)=O)=CC=1.